This data is from Catalyst prediction with 721,799 reactions and 888 catalyst types from USPTO. The task is: Predict which catalyst facilitates the given reaction. (1) Reactant: [NH2:1][C:2]1[NH:3][C:4](=O)[C:5]2[S:10][C:9](=[O:11])[N:8]([C@@H:12]3[O:24][C@H:23]([CH2:25][O:26][C:27](=[O:29])[CH3:28])[C@@H:18]([O:19][C:20](=[O:22])[CH3:21])[C@H:13]3[O:14][C:15](=[O:17])[CH3:16])[C:6]=2[N:7]=1.P12(SP3(SP(SP(S3)(S1)=S)(=S)S2)=S)=[S:32]. Product: [NH2:1][C:2]1[NH:3][C:4](=[S:32])[C:5]2[S:10][C:9](=[O:11])[N:8]([C@@H:12]3[O:24][C@H:23]([CH2:25][O:26][C:27](=[O:29])[CH3:28])[C@@H:18]([O:19][C:20](=[O:22])[CH3:21])[C@H:13]3[O:14][C:15](=[O:17])[CH3:16])[C:6]=2[N:7]=1. The catalyst class is: 17. (2) Reactant: Cl[CH2:2][C:3]1[CH:22]=[CH:21][C:6]([CH2:7][C:8]2[N:12]([CH2:13][CH3:14])[C:11]([C:15]([O:17][CH2:18][CH3:19])=[O:16])=[CH:10][C:9]=2[CH3:20])=[CH:5][CH:4]=1.[NH:23]1[CH:28]=[CH:27][CH:26]=[CH:25][C:24]1=[O:29].C(=O)([O-])[O-].[K+].[K+]. Product: [CH2:13]([N:12]1[C:8]([CH2:7][C:6]2[CH:21]=[CH:22][C:3]([CH2:2][N:23]3[CH:28]=[CH:27][CH:26]=[CH:25][C:24]3=[O:29])=[CH:4][CH:5]=2)=[C:9]([CH3:20])[CH:10]=[C:11]1[C:15]([O:17][CH2:18][CH3:19])=[O:16])[CH3:14]. The catalyst class is: 23. (3) The catalyst class is: 12. Reactant: [NH:1]1[C:9]2[C:4](=[CH:5][CH:6]=[CH:7][CH:8]=2)[C:3]([C@H:10]([CH3:50])[C@@H:11]([NH:35][C:36]([N:38]2[CH2:43][CH2:42][CH:41]([C:44]3[CH:49]=[CH:48][CH:47]=[CH:46][CH:45]=3)[CH2:40][CH2:39]2)=[O:37])[C:12]([NH:14][C:15]2[CH:16]=[C:17]([CH:32]=[CH:33][CH:34]=2)[CH2:18][N:19]2[CH2:24][CH2:23][N:22](C(OC(C)(C)C)=O)[CH2:21][CH2:20]2)=[O:13])=[CH:2]1.Cl.O1CCOCC1.C(OCC)C.O. Product: [NH:1]1[C:9]2[C:4](=[CH:5][CH:6]=[CH:7][CH:8]=2)[C:3]([C@H:10]([CH3:50])[C@@H:11]([NH:35][C:36]([N:38]2[CH2:39][CH2:40][CH:41]([C:44]3[CH:49]=[CH:48][CH:47]=[CH:46][CH:45]=3)[CH2:42][CH2:43]2)=[O:37])[C:12]([NH:14][C:15]2[CH:34]=[CH:33][CH:32]=[C:17]([CH2:18][N:19]3[CH2:24][CH2:23][NH:22][CH2:21][CH2:20]3)[CH:16]=2)=[O:13])=[CH:2]1. (4) Reactant: NC1(C2C=CC(C3C(=O)C4C(=CC=C(F)C=4)OC=3C3C=CC=CC=3)=CC=2)CCC1.C(OC(=O)[NH:36][C:37]1([C:41]2[CH:46]=[CH:45][C:44]([C:47]3[C:48](=[O:69])[C:49]4[C:54]([O:55][C:56]=3[C:57]3[CH:62]=[CH:61][CH:60]=[CH:59][CH:58]=3)=[C:53]3[N:63]([CH:66]([CH3:68])[CH3:67])[N:64]=[CH:65][C:52]3=[CH:51][CH:50]=4)=[CH:43][CH:42]=2)[CH2:40][CH2:39][CH2:38]1)(C)(C)C.C(O)(C(F)(F)F)=O.[ClH:78]. Product: [ClH:78].[NH2:36][C:37]1([C:41]2[CH:42]=[CH:43][C:44]([C:47]3[C:48](=[O:69])[C:49]4[C:54]([O:55][C:56]=3[C:57]3[CH:62]=[CH:61][CH:60]=[CH:59][CH:58]=3)=[C:53]3[N:63]([CH:66]([CH3:67])[CH3:68])[N:64]=[CH:65][C:52]3=[CH:51][CH:50]=4)=[CH:45][CH:46]=2)[CH2:40][CH2:39][CH2:38]1. The catalyst class is: 24. (5) Reactant: [F:1][C:2]1[CH:24]=[CH:23][CH:22]=[CH:21][C:3]=1[CH2:4][C@H:5]1[CH2:10][C@@H:9]([C:11]2[O:15][NH:14][C:13](=[O:16])[CH:12]=2)[CH2:8][CH2:7][N:6]1C(OC)=O. Product: [F:1][C:2]1[CH:24]=[CH:23][CH:22]=[CH:21][C:3]=1[CH2:4][C@H:5]1[CH2:10][C@@H:9]([C:11]2[O:15][NH:14][C:13](=[O:16])[CH:12]=2)[CH2:8][CH2:7][NH:6]1. The catalyst class is: 201. (6) Reactant: [CH3:1][C:2]1[CH:7]=[CH:6][CH:5]=[C:4]([CH3:8])[C:3]=1[C:9]1[N:13]2[C:14]3[CH:15]=[CH:16][CH:17]=[CH:18][C:19]=3[C:20]3[CH:21]=[CH:22][C:23]([OH:26])=[CH:24][C:25]=3[C:12]2=[N:11][CH:10]=1.Br[C:28]1[CH:40]=[CH:39][C:38]2[C:37]3[C:32](=[CH:33][CH:34]=[CH:35][CH:36]=3)[N:31]([C:41]3[CH:46]=[CH:45][CH:44]=[CH:43][N:42]=3)[C:30]=2[CH:29]=1.N1C=CC=CC=1C(O)=O.O.P([O-])([O-])([O-])=O.[K+].[K+].[K+]. Product: [CH3:1][C:2]1[CH:7]=[CH:6][CH:5]=[C:4]([CH3:8])[C:3]=1[C:9]1[N:13]2[C:14]3[CH:15]=[CH:16][CH:17]=[CH:18][C:19]=3[C:20]3[CH:21]=[CH:22][C:23]([O:26][C:28]4[CH:40]=[CH:39][C:38]5[C:37]6[C:32](=[CH:33][CH:34]=[CH:35][CH:36]=6)[N:31]([C:41]6[CH:46]=[CH:45][CH:44]=[CH:43][N:42]=6)[C:30]=5[CH:29]=4)=[CH:24][C:25]=3[C:12]2=[N:11][CH:10]=1. The catalyst class is: 419.